Predict the reaction yield, written as a fraction of the theoretical maximum amount of product (1.0 means a 100% yield; for example, 0.34 means a 34% yield). From a dataset of Reaction yield outcomes from USPTO patents with 853,638 reactions. (1) The reactants are [OH:1][NH2:2].C([O:5][C:6](=O)[CH2:7][CH2:8][CH2:9][CH2:10][CH2:11][CH:12]=[C:13]([C:20]1[CH:25]=[CH:24][CH:23]=[CH:22][N:21]=1)[C:14]1[CH:19]=[CH:18][CH:17]=[CH:16][N:15]=1)C. The catalyst is CO. The product is [OH:1][NH:2][C:6](=[O:5])[CH2:7][CH2:8][CH2:9][CH2:10][CH2:11][CH:12]=[C:13]([C:20]1[CH:25]=[CH:24][CH:23]=[CH:22][N:21]=1)[C:14]1[CH:19]=[CH:18][CH:17]=[CH:16][N:15]=1. The yield is 0.180. (2) The product is [OH:6][CH:5]([CH2:4][OH:3])[CH2:7][NH:8][C:9](=[O:28])[C:10]1[C:15]([C:16]([F:19])([F:18])[F:17])=[CH:14][C:13]([NH:20][C:21]2[CH:26]=[CH:25][CH:24]=[C:23]([Cl:27])[CH:22]=2)=[N:12][CH:11]=1. The reactants are CC1(C)[O:6][CH:5]([CH2:7][NH:8][C:9](=[O:28])[C:10]2[C:15]([C:16]([F:19])([F:18])[F:17])=[CH:14][C:13]([NH:20][C:21]3[CH:26]=[CH:25][CH:24]=[C:23]([Cl:27])[CH:22]=3)=[N:12][CH:11]=2)[CH2:4][O:3]1.CCOCC.Cl. The yield is 0.990. The catalyst is O1CCCC1. (3) The reactants are [C:1]([OH:7])(=[O:6])[CH2:2][C:3]([OH:5])=[O:4].[CH2:8]([K])[CH3:9].Cl. The catalyst is O. The product is [C:1]([O:7][CH2:8][CH3:9])(=[O:6])[CH2:2][C:3]([OH:5])=[O:4]. The yield is 0.990.